Task: Binary Classification. Given a miRNA mature sequence and a target amino acid sequence, predict their likelihood of interaction.. Dataset: Experimentally validated miRNA-target interactions with 360,000+ pairs, plus equal number of negative samples The miRNA is hsa-miR-145-3p with sequence GGAUUCCUGGAAAUACUGUUCU. The protein sequence of the target gene is MGSVSNQQFAGGCAKAAEEAPEEAPEDAARAADEPQLLHGAGICKWFNVRMGFGFLSMTARAGVALDPPVDVFVHQSKLHMEGFRSLKEGEAVEFTFKKSAKGLESIRVTGPGGVFCIGSERRPKGKSMQKRRSKGDRCYNCGGLDHHAKECKLPPQPKKCHFCQSISHMVASCPLKAQQGPSAQGKPTYFREEEEEIHSPTLLPEAQN. Result: 0 (no interaction).